From a dataset of Forward reaction prediction with 1.9M reactions from USPTO patents (1976-2016). Predict the product of the given reaction. Given the reactants C(OC1C=CC=C2C=1C=C(C(NC1C=CC(C3CCN(C(=O)CC(C)(C)C(O)=O)CC3)=CC=1)=O)N2CC)C.[NH:39]1[CH2:44][CH2:43][CH:42]([C:45]2[CH:50]=[CH:49][C:48]([NH:51][C:52]([C:54]3[N:55]([CH2:65][CH3:66])[C:56]4[C:61]([CH:62]=3)=[C:60]([Cl:63])[C:59]([Cl:64])=[CH:58][CH:57]=4)=[O:53])=[CH:47][CH:46]=2)[CH2:41][CH2:40]1.[C:67]1(=[O:77])[C:71]2([CH2:75][CH2:74][CH2:73][CH2:72]2)[CH2:70][C:69](=[O:76])[O:68]1, predict the reaction product. The product is: [Cl:63][C:60]1[C:59]([Cl:64])=[CH:58][CH:57]=[C:56]2[C:61]=1[CH:62]=[C:54]([C:52]([NH:51][C:48]1[CH:49]=[CH:50][C:45]([CH:42]3[CH2:41][CH2:40][N:39]([C:69](=[O:76])[CH2:70][C:71]4([C:67]([OH:77])=[O:68])[CH2:75][CH2:74][CH2:73][CH2:72]4)[CH2:44][CH2:43]3)=[CH:46][CH:47]=1)=[O:53])[N:55]2[CH2:65][CH3:66].